The task is: Predict the reactants needed to synthesize the given product.. This data is from Retrosynthesis with 50K atom-mapped reactions and 10 reaction types from USPTO. Given the product CC(C)(C)OC(=O)NCCN1CCC(Cc2ccccc2)CC1, predict the reactants needed to synthesize it. The reactants are: CC(C)(C)OC(=O)NCCBr.c1ccc(CC2CCNCC2)cc1.